From a dataset of Catalyst prediction with 721,799 reactions and 888 catalyst types from USPTO. Predict which catalyst facilitates the given reaction. (1) Reactant: Br[C:2]1[CH:3]=[C:4]([NH:10][C:11]2[CH:16]=[N:15][CH:14]=[CH:13][N:12]=2)[C:5](=[O:9])[N:6]([CH3:8])[CH:7]=1.[C:17]([O:20][CH2:21][C:22]1[C:23]([N:37]2[CH2:49][CH2:48][N:40]3[C:41]4[CH2:42][CH2:43][CH2:44][CH2:45][C:46]=4[CH:47]=[C:39]3[C:38]2=[O:50])=[N:24][CH:25]=[CH:26][C:27]=1B1OC(C)(C)C(C)(C)O1)(=[O:19])[CH3:18].[O-]P([O-])([O-])=O.[K+].[K+].[K+].C([O-])(=O)C.[Na+]. Product: [C:17]([O:20][CH2:21][C:22]1[C:23]([N:37]2[CH2:49][CH2:48][N:40]3[C:41]4[CH2:42][CH2:43][CH2:44][CH2:45][C:46]=4[CH:47]=[C:39]3[C:38]2=[O:50])=[N:24][CH:25]=[CH:26][C:27]=1[C:2]1[CH:3]=[C:4]([NH:10][C:11]2[CH:16]=[N:15][CH:14]=[CH:13][N:12]=2)[C:5](=[O:9])[N:6]([CH3:8])[CH:7]=1)(=[O:19])[CH3:18]. The catalyst class is: 379. (2) Reactant: [Li].[CH3:2][C:3]([NH:10][S:11]([CH3:14])(=[O:13])=[O:12])([CH3:9])[CH2:4][C:5]([CH3:8])([CH3:7])[CH3:6].[N:15]1[CH:20]=[CH:19][CH:18]=[C:17]([CH:21]=[O:22])[CH:16]=1.O. Product: [CH3:9][C:3]([NH:10][S:11]([CH2:14][CH:21]([OH:22])[C:17]1[CH:16]=[N:15][CH:20]=[CH:19][CH:18]=1)(=[O:12])=[O:13])([CH3:2])[CH2:4][C:5]([CH3:6])([CH3:7])[CH3:8]. The catalyst class is: 7. (3) Reactant: FC(F)(F)C(O)=O.[CH3:8][S:9]([C:12]1[CH:33]=[CH:32][C:15]([O:16][C:17]2[N:22]=[CH:21][N:20]=[C:19]3[N:23]([CH:26]4[CH2:31][CH2:30][NH:29][CH2:28][CH2:27]4)[N:24]=[CH:25][C:18]=23)=[CH:14][CH:13]=1)(=[O:11])=[O:10].C(N(CC)C(C)C)(C)C.[CH3:43][CH:44]([CH3:50])[CH2:45][CH2:46][C:47](Cl)=[O:48]. Product: [CH3:8][S:9]([C:12]1[CH:13]=[CH:14][C:15]([O:16][C:17]2[N:22]=[CH:21][N:20]=[C:19]3[N:23]([CH:26]4[CH2:27][CH2:28][N:29]([C:47](=[O:48])[CH2:46][CH2:45][CH:44]([CH3:50])[CH3:43])[CH2:30][CH2:31]4)[N:24]=[CH:25][C:18]=23)=[CH:32][CH:33]=1)(=[O:11])=[O:10]. The catalyst class is: 4. (4) Reactant: [S:1]1[CH:5]=[CH:4][N:3]=[C:2]1[C:6]([N:8]1[CH2:12][CH2:11][C@H:10]([NH:13][CH:14]2[CH2:17][N:16](C(OC(C)(C)C)=O)[CH2:15]2)[CH2:9]1)=[O:7].Cl. Product: [NH:16]1[CH2:15][CH:14]([NH:13][C@H:10]2[CH2:11][CH2:12][N:8]([C:6]([C:2]3[S:1][CH:5]=[CH:4][N:3]=3)=[O:7])[CH2:9]2)[CH2:17]1. The catalyst class is: 71.